From a dataset of Catalyst prediction with 721,799 reactions and 888 catalyst types from USPTO. Predict which catalyst facilitates the given reaction. (1) Reactant: [Cl:1][C:2]1[CH:3]=[CH:4][C:5](OS(C(F)(F)F)(=O)=O)=[C:6]2[C:11]=1[N:10]=[C:9]([CH:12]([CH3:14])[CH3:13])[C:8]([CH2:15][C:16]1[CH:21]=[CH:20][C:19]([N:22]3[CH:26]=[CH:25][CH:24]=[N:23]3)=[CH:18][CH:17]=1)=[C:7]2[CH3:27].C([Si]([O:43][C:44]([O:46][CH3:47])=[CH2:45])(C)C)(C)(C)C.C([O-])(=O)C.[Li+]. Product: [CH3:47][O:46][C:44](=[O:43])[CH2:45][C:5]1[CH:4]=[CH:3][C:2]([Cl:1])=[C:11]2[C:6]=1[C:7]([CH3:27])=[C:8]([CH2:15][C:16]1[CH:21]=[CH:20][C:19]([N:22]3[CH:26]=[CH:25][CH:24]=[N:23]3)=[CH:18][CH:17]=1)[C:9]([CH:12]([CH3:13])[CH3:14])=[N:10]2. The catalyst class is: 7. (2) Reactant: [CH3:1][C:2]([C@@H:4]1[C@@:8]2([CH3:23])[CH2:9][CH2:10][C@@H:11]3[C@@:16]4([CH3:22])[CH2:17][CH2:18][C@H:19]([OH:21])[CH2:20][C:15]4=[CH:14][CH2:13][C@H:12]3[C@@H:7]2[CH2:6][CH2:5]1)=O.Cl.[O:25]([NH2:27])[CH3:26].N1C=CC=CC=1. Product: [CH3:26][O:25]/[N:27]=[C:2](/[C@@H:4]1[C@:8]2([CH3:23])[C@H:7]([C@H:12]3[C@H:11]([CH2:10][CH2:9]2)[C@:16]2([CH3:22])[C:15]([CH2:20][C@@H:19]([OH:21])[CH2:18][CH2:17]2)=[CH:14][CH2:13]3)[CH2:6][CH2:5]1)\[CH3:1]. The catalyst class is: 6. (3) Reactant: [Cl:1][C:2]1[CH:3]=[C:4]2[C:8](=[C:9]([CH2:11][N:12]3[C:20]4[C:15](=[CH:16][C:17]([C:21]([O:23]C)=[O:22])=[CH:18][CH:19]=4)[C:14]([NH:25][CH3:26])=[N:13]3)[CH:10]=1)[N:7]([CH2:27][CH:28]([CH3:30])[CH3:29])[N:6]=[CH:5]2.[OH-].[Li+].O.CO. Product: [Cl:1][C:2]1[CH:3]=[C:4]2[C:8](=[C:9]([CH2:11][N:12]3[C:20]4[C:15](=[CH:16][C:17]([C:21]([OH:23])=[O:22])=[CH:18][CH:19]=4)[C:14]([NH:25][CH3:26])=[N:13]3)[CH:10]=1)[N:7]([CH2:27][CH:28]([CH3:30])[CH3:29])[N:6]=[CH:5]2. The catalyst class is: 7. (4) Reactant: C(OC([NH:8][CH:9]1[CH:14]([C:15]2[CH:20]=[CH:19][C:18]([O:21][CH3:22])=[C:17]([O:23][CH2:24][CH3:25])[CH:16]=2)[CH2:13][CH2:12][CH:11]([O:26][C:27](=[O:29])[CH3:28])[CH2:10]1)=O)(C)(C)C. Product: [NH2:8][CH:9]1[CH:14]([C:15]2[CH:20]=[CH:19][C:18]([O:21][CH3:22])=[C:17]([O:23][CH2:24][CH3:25])[CH:16]=2)[CH2:13][CH2:12][CH:11]([O:26][C:27](=[O:29])[CH3:28])[CH2:10]1. The catalyst class is: 89. (5) Reactant: [C:1]([OH:10])(=O)[C:2]1[C:3](=[CH:5][CH:6]=[CH:7][CH:8]=1)[OH:4].Cl.[CH3:12][O:13][C:14](=[O:19])[C@H:15]([CH2:17][SH:18])[NH2:16].CCN=C=NCCCN(C)C.CN1CCOCC1. Product: [OH:4][C:3]1[CH:5]=[CH:6][CH:7]=[CH:8][C:2]=1[C:1]([NH:16][C@@H:15]([CH2:17][SH:18])[C:14]([O:13][CH3:12])=[O:19])=[O:10]. The catalyst class is: 210. (6) Reactant: C(OC(=O)[NH:7][C@H:8]([CH:16]1[CH2:20][CH:19]([CH3:21])[C:18](=[O:22])[O:17]1)[CH2:9][C:10]1[CH:15]=[CH:14][CH:13]=[CH:12][CH:11]=1)(C)(C)C.FC(F)(F)C(O)=O. Product: [NH2:7][C@H:8]([C@H:16]1[O:17][C:18](=[O:22])[C@H:19]([CH3:21])[CH2:20]1)[CH2:9][C:10]1[CH:15]=[CH:14][CH:13]=[CH:12][CH:11]=1. The catalyst class is: 2. (7) Reactant: [CH3:1][S:2][C:3]1[N:8]=[C:7]([NH:9][CH2:10][C:11]2[CH:16]=[CH:15][C:14]([O:17][CH3:18])=[C:13]([Cl:19])[CH:12]=2)[C:6]([C:20]([O:22]CC)=[O:21])=[CH:5][N:4]=1.[OH-].[Na+].C(O)(=O)CC(CC(O)=O)(C(O)=O)O.O. Product: [CH3:1][S:2][C:3]1[N:8]=[C:7]([NH:9][CH2:10][C:11]2[CH:16]=[CH:15][C:14]([O:17][CH3:18])=[C:13]([Cl:19])[CH:12]=2)[C:6]([C:20]([OH:22])=[O:21])=[CH:5][N:4]=1. The catalyst class is: 16. (8) Reactant: Br[C:2]1[C:3]([F:21])=[N:4][CH:5]=[CH:6][C:7]=1[C:8]1[C:9]([NH:15][CH:16]2[CH2:20][CH2:19][CH2:18][CH2:17]2)=[N:10][C:11]([NH2:14])=[N:12][CH:13]=1.C(=O)([O-])[O-].[Cs+].[Cs+].C1(P(C2C=CC=CC=2)C2C3OC4C(=CC=CC=4P(C4C=CC=CC=4)C4C=CC=CC=4)C(C)(C)C=3C=CC=2)C=CC=CC=1. Product: [CH:16]1([N:15]2[C:9]3[N:10]=[C:11]([NH2:14])[N:12]=[CH:13][C:8]=3[C:7]3[CH:6]=[CH:5][N:4]=[C:3]([F:21])[C:2]2=3)[CH2:20][CH2:19][CH2:18][CH2:17]1. The catalyst class is: 62. (9) Reactant: [Cl:1][C:2]1[N:7]=[CH:6][C:5]([C:8]2[CH:17]=[C:16]3[C:11]([N:12]=[CH:13][C:14]([N:18]4[CH2:23][CH2:22][N:21](C(OC(C)(C)C)=O)[CH2:20][CH2:19]4)=[N:15]3)=[CH:10][CH:9]=2)=[CH:4][C:3]=1[NH:31][S:32]([C:35]1[CH:40]=[CH:39][CH:38]=[CH:37][CH:36]=1)(=[O:34])=[O:33].FC(F)(F)C(O)=O. Product: [Cl:1][C:2]1[C:3]([NH:31][S:32]([C:35]2[CH:36]=[CH:37][CH:38]=[CH:39][CH:40]=2)(=[O:33])=[O:34])=[CH:4][C:5]([C:8]2[CH:17]=[C:16]3[C:11](=[CH:10][CH:9]=2)[N:12]=[CH:13][C:14]([N:18]2[CH2:19][CH2:20][NH:21][CH2:22][CH2:23]2)=[N:15]3)=[CH:6][N:7]=1. The catalyst class is: 10.